This data is from Reaction yield outcomes from USPTO patents with 853,638 reactions. The task is: Predict the reaction yield, written as a fraction of the theoretical maximum amount of product (1.0 means a 100% yield; for example, 0.34 means a 34% yield). (1) The reactants are N1C=CC=C([C:7]2[CH:8]=C3[C:19]4[C:14](=[N:15][CH:16]=[C:17](C5C=CC(N6CCN(C(OC(C)(C)C)=O)CC6)=CC=5)[CH:18]=4)[NH:13][C:10]3=[CH:11][N:12]=2)C=1.Br[C:40]1[CH:41]=[C:42]2[C:52]3[C:47](=[CH:48][N:49]=[C:50]([C:53]4[CH:54]=[N:55][CH:56]=[CH:57][CH:58]=4)[CH:51]=3)[NH:46][C:43]2=[N:44][CH:45]=1.CC1(C)C(C)(C)OB(C2C=CC(N3CCNCC3)=NC=2)O1. No catalyst specified. The product is [N:13]1([C:14]2[N:15]=[CH:16][C:17]([C:40]3[CH:41]=[C:42]4[C:52]5[C:47](=[CH:48][N:49]=[C:50]([C:53]6[CH:54]=[N:55][CH:56]=[CH:57][CH:58]=6)[CH:51]=5)[NH:46][C:43]4=[N:44][CH:45]=3)=[CH:18][CH:19]=2)[CH2:8][CH2:7][NH:12][CH2:11][CH2:10]1. The yield is 0.920. (2) The reactants are Cl[C:2]1[N:3]=[N:4][C:5]([C:8]#[C:9][C:10]2[CH:15]=[CH:14][CH:13]=[CH:12][CH:11]=2)=[CH:6][CH:7]=1.[I-:16].[Na+].C(O)(=O)C.S(=O)(=O)(O)O. The catalyst is C(#N)C.C(OCC)(=O)C.O. The product is [I:16][C:2]1[N:3]=[N:4][C:5]([C:8]#[C:9][C:10]2[CH:15]=[CH:14][CH:13]=[CH:12][CH:11]=2)=[CH:6][CH:7]=1. The yield is 0.580. (3) The reactants are [C:1]([C:4]1[N:9]=[C:8]([C:10]2[CH2:15][CH2:14]C(C)(C)[CH2:12][CH:11]=2)[C:7]([NH:18][C:19]([C:21]2[NH:22][C:23]([C:26]#[N:27])=[CH:24][N:25]=2)=[O:20])=[CH:6][CH:5]=1)(=[O:3])[CH3:2].[CH3:28][Mg]Br.[CH2:31]1[CH2:35]OC[CH2:32]1. No catalyst specified. The product is [CH3:32][CH:31]1[CH2:35][CH2:14][CH2:15][C:10]([C:8]2[C:7]([NH:18][C:19]([C:21]3[NH:22][C:23]([C:26]#[N:27])=[CH:24][N:25]=3)=[O:20])=[CH:6][CH:5]=[C:4]([C:1]([OH:3])([CH3:28])[CH3:2])[N:9]=2)=[C:11]1[CH3:12]. The yield is 0.430.